From a dataset of NCI-60 drug combinations with 297,098 pairs across 59 cell lines. Regression. Given two drug SMILES strings and cell line genomic features, predict the synergy score measuring deviation from expected non-interaction effect. (1) Drug 2: C1CC(C1)(C2=CC=C(C=C2)C3=C(C=C4C(=N3)C=CN5C4=NNC5=O)C6=CC=CC=C6)N. Synergy scores: CSS=86.4, Synergy_ZIP=13.0, Synergy_Bliss=11.0, Synergy_Loewe=12.5, Synergy_HSA=15.1. Cell line: NCI-H460. Drug 1: C1=CN(C(=O)N=C1N)C2C(C(C(O2)CO)O)(F)F. (2) Drug 1: CC1=C(N=C(N=C1N)C(CC(=O)N)NCC(C(=O)N)N)C(=O)NC(C(C2=CN=CN2)OC3C(C(C(C(O3)CO)O)O)OC4C(C(C(C(O4)CO)O)OC(=O)N)O)C(=O)NC(C)C(C(C)C(=O)NC(C(C)O)C(=O)NCCC5=NC(=CS5)C6=NC(=CS6)C(=O)NCCC[S+](C)C)O. Drug 2: CC12CCC3C(C1CCC2O)C(CC4=C3C=CC(=C4)O)CCCCCCCCCS(=O)CCCC(C(F)(F)F)(F)F. Cell line: COLO 205. Synergy scores: CSS=17.1, Synergy_ZIP=-9.62, Synergy_Bliss=-15.7, Synergy_Loewe=-14.8, Synergy_HSA=-12.2. (3) Synergy scores: CSS=12.4, Synergy_ZIP=0.423, Synergy_Bliss=3.87, Synergy_Loewe=-15.9, Synergy_HSA=1.39. Cell line: NCI-H226. Drug 2: C1=NC2=C(N=C(N=C2N1C3C(C(C(O3)CO)O)F)Cl)N. Drug 1: CN(C)C1=NC(=NC(=N1)N(C)C)N(C)C. (4) Drug 1: C1=CC(=CC=C1CCC2=CNC3=C2C(=O)NC(=N3)N)C(=O)NC(CCC(=O)O)C(=O)O. Drug 2: C(CN)CNCCSP(=O)(O)O. Cell line: MCF7. Synergy scores: CSS=32.3, Synergy_ZIP=2.51, Synergy_Bliss=2.49, Synergy_Loewe=-12.3, Synergy_HSA=0.332. (5) Drug 1: CC1=C(C=C(C=C1)C(=O)NC2=CC(=CC(=C2)C(F)(F)F)N3C=C(N=C3)C)NC4=NC=CC(=N4)C5=CN=CC=C5. Drug 2: CC1CCCC2(C(O2)CC(NC(=O)CC(C(C(=O)C(C1O)C)(C)C)O)C(=CC3=CSC(=N3)C)C)C. Cell line: MALME-3M. Synergy scores: CSS=30.8, Synergy_ZIP=1.71, Synergy_Bliss=1.56, Synergy_Loewe=-8.91, Synergy_HSA=-0.152. (6) Drug 1: C1=CC(=CC=C1C#N)C(C2=CC=C(C=C2)C#N)N3C=NC=N3. Drug 2: CC1=C(C(=O)C2=C(C1=O)N3CC4C(C3(C2COC(=O)N)OC)N4)N. Cell line: NCI/ADR-RES. Synergy scores: CSS=12.1, Synergy_ZIP=0.745, Synergy_Bliss=1.21, Synergy_Loewe=-12.4, Synergy_HSA=-6.14. (7) Drug 1: CCC1=C2CN3C(=CC4=C(C3=O)COC(=O)C4(CC)O)C2=NC5=C1C=C(C=C5)O. Drug 2: CC(C)(C#N)C1=CC(=CC(=C1)CN2C=NC=N2)C(C)(C)C#N. Cell line: HCT116. Synergy scores: CSS=44.9, Synergy_ZIP=2.43, Synergy_Bliss=1.94, Synergy_Loewe=-34.4, Synergy_HSA=-0.0691. (8) Drug 1: CC(CN1CC(=O)NC(=O)C1)N2CC(=O)NC(=O)C2. Drug 2: C1CCC(CC1)NC(=O)N(CCCl)N=O. Cell line: TK-10. Synergy scores: CSS=14.4, Synergy_ZIP=1.84, Synergy_Bliss=5.81, Synergy_Loewe=5.08, Synergy_HSA=7.03. (9) Drug 1: CC1=C2C(C(=O)C3(C(CC4C(C3C(C(C2(C)C)(CC1OC(=O)C(C(C5=CC=CC=C5)NC(=O)OC(C)(C)C)O)O)OC(=O)C6=CC=CC=C6)(CO4)OC(=O)C)O)C)O. Drug 2: CC1=C(C(=CC=C1)Cl)NC(=O)C2=CN=C(S2)NC3=CC(=NC(=N3)C)N4CCN(CC4)CCO. Cell line: MALME-3M. Synergy scores: CSS=6.02, Synergy_ZIP=-3.14, Synergy_Bliss=-1.18, Synergy_Loewe=-10.3, Synergy_HSA=-1.88. (10) Drug 1: C1=CC(=CC=C1CCC2=CNC3=C2C(=O)NC(=N3)N)C(=O)NC(CCC(=O)O)C(=O)O. Drug 2: C1C(C(OC1N2C=NC3=C2NC=NCC3O)CO)O. Cell line: HOP-62. Synergy scores: CSS=24.7, Synergy_ZIP=-6.01, Synergy_Bliss=-3.67, Synergy_Loewe=-50.9, Synergy_HSA=-2.09.